From a dataset of Peptide-MHC class II binding affinity with 134,281 pairs from IEDB. Regression. Given a peptide amino acid sequence and an MHC pseudo amino acid sequence, predict their binding affinity value. This is MHC class II binding data. (1) The peptide sequence is SGGNHMLLDGVSVVA. The MHC is DRB1_0802 with pseudo-sequence DRB1_0802. The binding affinity (normalized) is 0.355. (2) The peptide sequence is VLGVATFFCWMAEVPGTK. The MHC is DRB1_0401 with pseudo-sequence DRB1_0401. The binding affinity (normalized) is 0.173.